This data is from Forward reaction prediction with 1.9M reactions from USPTO patents (1976-2016). The task is: Predict the product of the given reaction. (1) Given the reactants Br[C:2]1[CH:3]=[C:4]2[C:9](=[CH:10][CH:11]=1)[CH:8]=[C:7]([C:12]1[NH:16][C:15]([C@@H:17]3[CH2:21][CH2:20][CH2:19][N:18]3[C:22](=[O:35])[C@H:23]([NH:30][C:31](=[O:34])[O:32][CH3:33])[C:24]3[CH:29]=[CH:28][CH:27]=[CH:26][CH:25]=3)=[N:14][CH:13]=1)[CH:6]=[CH:5]2.CC(C)[C@H:38]([NH:66][C:67](=[O:70])[O:68][CH3:69])[C:39](=[O:65])[N:40]1[CH2:44][CH2:43][S:42][C@H:41]1[C:45]1[NH:46][C:47]([C:50]2[CH:55]=[CH:54][C:53](B3OC(C)(C)C(C)(C)O3)=[CH:52][CH:51]=2)=[CH:48][N:49]=1.[C:72]([O-])([O-])=O.[K+].[K+].O1[CH2:83][CH2:82]OCC1, predict the reaction product. The product is: [CH3:69][O:68][C:67](=[O:70])[NH:66][C@@H:38]([CH:82]([CH3:83])[CH3:72])[C:39]([N:40]1[CH2:44][CH2:43][S:42][C@H:41]1[C:45]1[NH:46][C:47]([C:50]2[CH:51]=[CH:52][C:53]([C:2]3[CH:11]=[CH:10][C:9]4[C:4](=[CH:5][CH:6]=[C:7]([C:12]5[NH:16][C:15]([C@@H:17]6[CH2:21][CH2:20][CH2:19][N:18]6[C:22](=[O:35])[C@H:23]([NH:30][C:31]([O:32][CH3:33])=[O:34])[C:24]6[CH:29]=[CH:28][CH:27]=[CH:26][CH:25]=6)=[N:14][CH:13]=5)[CH:8]=4)[CH:3]=3)=[CH:54][CH:55]=2)=[CH:48][N:49]=1)=[O:65]. (2) Given the reactants Cl[C:2]1[N:3]=[C:4]([N:15]2[CH2:20][CH2:19][O:18][CH2:17][CH2:16]2)[C:5]2[S:10][C:9]([C:11]([OH:14])([CH3:13])[CH3:12])=[CH:8][C:6]=2[N:7]=1.[CH3:21][O:22][C:23]1[C:28](B(O)O)=[CH:27][CH:26]=[CH:25][N:24]=1, predict the reaction product. The product is: [CH3:21][O:22][C:23]1[C:28]([C:2]2[N:3]=[C:4]([N:15]3[CH2:20][CH2:19][O:18][CH2:17][CH2:16]3)[C:5]3[S:10][C:9]([C:11]([OH:14])([CH3:13])[CH3:12])=[CH:8][C:6]=3[N:7]=2)=[CH:27][CH:26]=[CH:25][N:24]=1.